This data is from Reaction yield outcomes from USPTO patents with 853,638 reactions. The task is: Predict the reaction yield, written as a fraction of the theoretical maximum amount of product (1.0 means a 100% yield; for example, 0.34 means a 34% yield). (1) The reactants are [CH3:1][CH:2]1[C:7](=[O:8])[NH:6][N:5]=[C:4]2[CH2:9][O:10][C:11]3[CH:16]=[CH:15][C:14](B4OC(C)(C)C(C)(C)O4)=[CH:13][C:12]=3[N:3]12.[Br-].[CH2:27]([CH:34]1[N:39]([C:40]([O:42][C:43]([CH3:46])([CH3:45])[CH3:44])=[O:41])[CH2:38][CH:37]=[C:36](OS(C(F)(F)F)(=O)=O)[CH2:35]1)[C:28]1[CH:33]=[CH:32][CH:31]=[CH:30][CH:29]=1.C([O-])([O-])=O.[K+].[K+]. The catalyst is O1CCOCC1.O. The product is [CH2:27]([CH:34]1[N:39]([C:40]([O:42][C:43]([CH3:46])([CH3:45])[CH3:44])=[O:41])[CH2:38][CH:37]=[C:36]([C:14]2[CH:15]=[CH:16][C:11]3[O:10][CH2:9][C:4]4=[N:5][NH:6][C:7](=[O:8])[CH:2]([CH3:1])[N:3]4[C:12]=3[CH:13]=2)[CH2:35]1)[C:28]1[CH:29]=[CH:30][CH:31]=[CH:32][CH:33]=1. The yield is 0.990. (2) The reactants are [CH2:1]([O:3][C:4]1[CH:9]=[CH:8][C:7]([S:10]([N:13]2[CH2:18][CH2:17][N:16]([CH3:19])[CH2:15][CH2:14]2)(=[O:12])=[O:11])=[CH:6][C:5]=1[CH2:20][OH:21])[CH3:2]. The catalyst is O=[Mn]=O. The product is [CH2:1]([O:3][C:4]1[CH:9]=[CH:8][C:7]([S:10]([N:13]2[CH2:18][CH2:17][N:16]([CH3:19])[CH2:15][CH2:14]2)(=[O:11])=[O:12])=[CH:6][C:5]=1[CH:20]=[O:21])[CH3:2]. The yield is 0.470. (3) The reactants are Cl[C:2]1[CH:3]=[CH:4][N:5]=[C:6]2[C:11]=1[N:10]=[C:9]([C:12]1[CH:13]=[C:14]([S:18]([NH:21][C:22]3[CH:27]=[CH:26][C:25]([F:28])=[CH:24][C:23]=3[F:29])(=[O:20])=[O:19])[CH:15]=[N:16][CH:17]=1)[CH:8]=[CH:7]2.[S:30]1[CH:34]=[CH:33][C:32](B(O)O)=[CH:31]1.C1(P(C2CCCCC2)C2C=CC=CC=2C2C(C(C)C)=CC(C(C)C)=CC=2C(C)C)CCCCC1.P([O-])([O-])([O-])=O.[K+].[K+].[K+]. The catalyst is C(O)CCC.C1C=CC(/C=C/C(/C=C/C2C=CC=CC=2)=O)=CC=1.C1C=CC(/C=C/C(/C=C/C2C=CC=CC=2)=O)=CC=1.C1C=CC(/C=C/C(/C=C/C2C=CC=CC=2)=O)=CC=1.[Pd].[Pd]. The product is [F:29][C:23]1[CH:24]=[C:25]([F:28])[CH:26]=[CH:27][C:22]=1[NH:21][S:18]([C:14]1[CH:15]=[N:16][CH:17]=[C:12]([C:9]2[CH:8]=[CH:7][C:6]3[C:11](=[C:2]([C:32]4[CH:33]=[CH:34][S:30][CH:31]=4)[CH:3]=[CH:4][N:5]=3)[N:10]=2)[CH:13]=1)(=[O:20])=[O:19]. The yield is 0.0300. (4) The reactants are [Cl:1][C:2]1[N:10]=[CH:9][N:8]=[C:7]2[C:3]=1[NH:4][CH:5]=[N:6]2.[O:11]1[CH:16]=[CH:15][CH2:14][CH2:13][CH2:12]1.N. The catalyst is O.S(C1C=CC(C)=CC=1)(O)(=O)=O.C(OCC)(=O)C. The product is [Cl:1][C:2]1[N:10]=[CH:9][N:8]=[C:7]2[C:3]=1[N:4]=[CH:5][N:6]2[CH:12]1[CH2:13][CH2:14][CH2:15][CH2:16][O:11]1. The yield is 0.910.